The task is: Predict the product of the given reaction.. This data is from Forward reaction prediction with 1.9M reactions from USPTO patents (1976-2016). (1) Given the reactants C([O:3][C:4](=[O:37])[CH:5]([C:10]1[CH:11]=[C:12]([C:27]2[CH:32]=[CH:31][C:30]([C:33]([F:36])([F:35])[F:34])=[CH:29][CH:28]=2)[CH:13]=[C:14]([CH:16]2[CH2:21][CH2:20][CH2:19][CH2:18][N:17]2[CH2:22][CH2:23][CH:24]([CH3:26])[CH3:25])[CH:15]=1)[CH2:6][CH:7]([CH3:9])[CH3:8])C.[OH-].[K+], predict the reaction product. The product is: [CH3:8][CH:7]([CH3:9])[CH2:6][CH:5]([C:10]1[CH:11]=[C:12]([C:27]2[CH:32]=[CH:31][C:30]([C:33]([F:36])([F:34])[F:35])=[CH:29][CH:28]=2)[CH:13]=[C:14]([CH:16]2[CH2:21][CH2:20][CH2:19][CH2:18][N:17]2[CH2:22][CH2:23][CH:24]([CH3:25])[CH3:26])[CH:15]=1)[C:4]([OH:37])=[O:3]. (2) Given the reactants [OH:1][C:2]1[CH:7]=[CH:6][C:5]([N:8]2[CH2:13][CH2:12][NH:11][CH2:10][CH2:9]2)=[CH:4][CH:3]=1.C(OC([O-])=O)(OC[CH2:18][CH2:19][CH3:20])=O.[C:25](=[O:28])(O)[O-:26].[Na+].O1CCC[CH2:31]1, predict the reaction product. The product is: [C:19]([O:26][C:25]([N:11]1[CH2:12][CH2:13][N:8]([C:5]2[CH:4]=[CH:3][C:2]([OH:1])=[CH:7][CH:6]=2)[CH2:9][CH2:10]1)=[O:28])([CH3:18])([CH3:20])[CH3:31]. (3) Given the reactants Cl[C:2]1[CH:3]=[C:4]([CH:8]=[C:9]([Cl:11])[N:10]=1)[C:5]([OH:7])=[O:6].[NH:12]1[CH2:17][CH2:16][CH:15]([OH:18])[CH2:14][CH2:13]1.C(=O)([O-])[O-].[Cs+].[Cs+].CN(C=O)C, predict the reaction product. The product is: [Cl:11][C:9]1[CH:8]=[C:4]([CH:3]=[C:2]([N:12]2[CH2:17][CH2:16][CH:15]([OH:18])[CH2:14][CH2:13]2)[N:10]=1)[C:5]([OH:7])=[O:6]. (4) Given the reactants C[O:2][C:3](=[O:30])[CH2:4][CH:5]([N:9]1[C:13]2[CH:14]=[CH:15][CH:16]=[CH:17][C:12]=2[N:11]([CH2:18][C:19]2[C:20]3[C:27]([CH3:28])=[CH:26][CH:25]=[CH:24][C:21]=3[S:22][CH:23]=2)[C:10]1=[O:29])[CH2:6][CH2:7][OH:8].CC1C2C(CN3C4C=CC=CC=4N(C4CCOC(=O)C4)C3=O)=CSC=2C=CC=1.[OH-].[Na+].Cl, predict the reaction product. The product is: [OH:8][CH2:7][CH2:6][CH:5]([N:9]1[C:13]2[CH:14]=[CH:15][CH:16]=[CH:17][C:12]=2[N:11]([CH2:18][C:19]2[C:20]3[C:27]([CH3:28])=[CH:26][CH:25]=[CH:24][C:21]=3[S:22][CH:23]=2)[C:10]1=[O:29])[CH2:4][C:3]([OH:30])=[O:2].